This data is from Catalyst prediction with 721,799 reactions and 888 catalyst types from USPTO. The task is: Predict which catalyst facilitates the given reaction. (1) Reactant: CS([O:5][CH2:6][CH2:7][C:8]1[CH:13]=[CH:12][CH:11]=[C:10]([CH3:14])[N:9]=1)(=O)=O.[C:15]1(O)[CH:20]=[CH:19][CH:18]=[CH:17][CH:16]=1.[OH-].[Na+]. Product: [CH3:14][C:10]1[CH:11]=[CH:12][CH:13]=[C:8]([CH2:7][CH2:6][O:5][C:15]2[CH:20]=[CH:19][CH:18]=[CH:17][CH:16]=2)[N:9]=1. The catalyst class is: 32. (2) Reactant: [F:1][C:2]1[CH:7]=[CH:6][CH:5]=[CH:4][C:3]=1[CH:8]1[S:13][CH2:12][CH2:11][CH2:10][S:9]1.[Li]CCCC.[CH:19]([NH:22][C:23]1[S:24][C:25]2[CH:31]=[C:30]([CH:32]=[O:33])[CH:29]=[CH:28][C:26]=2[N:27]=1)([CH3:21])[CH3:20].CCOC(C)=O.CCCCCC. Product: [F:1][C:2]1[CH:7]=[CH:6][CH:5]=[CH:4][C:3]=1[C:8]1([CH:32]([C:30]2[CH:29]=[CH:28][C:26]3[N:27]=[C:23]([NH:22][CH:19]([CH3:20])[CH3:21])[S:24][C:25]=3[CH:31]=2)[OH:33])[S:9][CH2:10][CH2:11][CH2:12][S:13]1. The catalyst class is: 1. (3) Reactant: I.[NH2:2][C:3]1[C:4]([C:11]([NH:13][C:14](=[NH:17])SC)=[O:12])=[N:5][C:6]([Cl:10])=[C:7]([NH2:9])[N:8]=1.C(N(CC)CC)C.[CH2:25]([O:27][C:28](=[O:42])[CH2:29][O:30][C:31]1[CH:36]=[CH:35][C:34]([CH2:37][CH2:38][CH2:39][CH2:40][NH2:41])=[CH:33][CH:32]=1)[CH3:26]. Product: [CH2:25]([O:27][C:28](=[O:42])[CH2:29][O:30][C:31]1[CH:36]=[CH:35][C:34]([CH2:37][CH2:38][CH2:39][CH2:40][NH:41][C:14]([NH2:17])=[N:13][C:11]([C:4]2[C:3]([NH2:2])=[N:8][C:7]([NH2:9])=[C:6]([Cl:10])[N:5]=2)=[O:12])=[CH:33][CH:32]=1)[CH3:26]. The catalyst class is: 1. (4) Reactant: [F:1][C:2]1[CH:22]=[CH:21][C:5]([CH2:6][N:7]2[C:16](=[O:17])[C:15]3[C:10](=[CH:11][CH:12]=[C:13](I)[CH:14]=3)[N:9]([CH3:19])[C:8]2=[O:20])=[CH:4][CH:3]=1.C(NC(C)C)(C)C.[C:30]1([CH2:36][C:37]#[CH:38])[CH:35]=[CH:34][CH:33]=[CH:32][CH:31]=1.O. Product: [F:1][C:2]1[CH:22]=[CH:21][C:5]([CH2:6][N:7]2[C:16](=[O:17])[C:15]3[C:10](=[CH:11][CH:12]=[C:13]([C:38]#[C:37][CH2:36][C:30]4[CH:35]=[CH:34][CH:33]=[CH:32][CH:31]=4)[CH:14]=3)[N:9]([CH3:19])[C:8]2=[O:20])=[CH:4][CH:3]=1. The catalyst class is: 590.